From a dataset of Forward reaction prediction with 1.9M reactions from USPTO patents (1976-2016). Predict the product of the given reaction. (1) Given the reactants [C:1]([C:5]1[CH:6]=[C:7]2[C:12](=[C:13]([F:15])[CH:14]=1)[C:11](=[O:16])[N:10]([C:17]1[CH:24]=[CH:23][CH:22]=[C:21]([C:25]3[CH:30]=[C:29]([NH:31][C:32]4[CH:37]=[CH:36][C:35]([C:38]([N:40]5[CH2:45][CH2:44][O:43][CH2:42][CH2:41]5)=[O:39])=[CH:34][N:33]=4)[C:28](=[O:46])[N:27]([CH3:47])[CH:26]=3)[C:18]=1[CH:19]=[O:20])[N:9]=[CH:8]2)([CH3:4])([CH3:3])[CH3:2].C(Cl)Cl.[BH4-].[Na+], predict the reaction product. The product is: [C:1]([C:5]1[CH:6]=[C:7]2[C:12](=[C:13]([F:15])[CH:14]=1)[C:11](=[O:16])[N:10]([C:17]1[CH:24]=[CH:23][CH:22]=[C:21]([C:25]3[CH:30]=[C:29]([NH:31][C:32]4[CH:37]=[CH:36][C:35]([C:38]([N:40]5[CH2:45][CH2:44][O:43][CH2:42][CH2:41]5)=[O:39])=[CH:34][N:33]=4)[C:28](=[O:46])[N:27]([CH3:47])[CH:26]=3)[C:18]=1[CH2:19][OH:20])[N:9]=[CH:8]2)([CH3:4])([CH3:2])[CH3:3]. (2) Given the reactants Cl.[NH2:2][CH:3]1[CH2:9][CH2:8][CH2:7][CH2:6][NH:5][C:4]1=[O:10].C([O-])([O-])=O.[K+].[K+].[F:17][C:18]1[CH:26]=[CH:25][C:21]([C:22](Cl)=[O:23])=[CH:20][CH:19]=1, predict the reaction product. The product is: [F:17][C:18]1[CH:26]=[CH:25][C:21]([C:22]([NH:2][CH:3]2[CH2:9][CH2:8][CH2:7][CH2:6][NH:5][C:4]2=[O:10])=[O:23])=[CH:20][CH:19]=1. (3) Given the reactants [NH2:1][C:2]1[C:3]([Cl:13])=[CH:4][C:5]([Cl:12])=[C:6]([CH:11]=1)[C:7]([O:9][CH3:10])=[O:8].[N:14]([O-])=O.[Na+].[Sn](Cl)Cl, predict the reaction product. The product is: [Cl:12][C:5]1[CH:4]=[C:3]([Cl:13])[C:2]([NH:1][NH2:14])=[CH:11][C:6]=1[C:7]([O:9][CH3:10])=[O:8]. (4) Given the reactants [C:1]([NH2:4])(=[O:3])[CH3:2].[C:5]([OH:12])(=[O:11])/[CH:6]=[CH:7]/[C:8]([OH:10])=[O:9], predict the reaction product. The product is: [C:5]([OH:12])(=[O:11])/[CH:6]=[CH:7]/[C:8]([OH:10])=[O:9].[C:1]([NH2:4])(=[O:3])[CH3:2]. (5) Given the reactants [C:1](#[N:3])[CH3:2].[Li]CCCC.[Br:9][C:10]1[CH:15]=[CH:14][CH:13]=[CH:12][C:11]=1[CH2:16]Br, predict the reaction product. The product is: [Br:9][C:10]1[CH:15]=[CH:14][CH:13]=[CH:12][C:11]=1[CH2:16][CH2:2][C:1]#[N:3]. (6) Given the reactants [C:1]([O:5][C:6]([NH:8][C@@H:9]([C:11]([OH:13])=[O:12])[CH3:10])=[O:7])([CH3:4])([CH3:3])[CH3:2].CN(C)C=O.C([O-])([O-])=O.[K+].[K+].[CH2:25](Br)[C:26]1[CH:31]=[CH:30][CH:29]=[CH:28][CH:27]=1, predict the reaction product. The product is: [CH2:25]([O:12][C:11](=[O:13])[C@@H:9]([CH3:10])[NH:8][C:6]([O:5][C:1]([CH3:2])([CH3:3])[CH3:4])=[O:7])[C:26]1[CH:31]=[CH:30][CH:29]=[CH:28][CH:27]=1. (7) Given the reactants [Br:1]Br.[CH2:3]([C:5]1[CH:13]=[CH:12][C:8]([C:9]([OH:11])=[O:10])=[CH:7][CH:6]=1)[CH3:4], predict the reaction product. The product is: [Br:1][C:6]1[CH:7]=[C:8]([CH:12]=[CH:13][C:5]=1[CH2:3][CH3:4])[C:9]([OH:11])=[O:10]. (8) Given the reactants [CH3:1][O:2][C:3]1[C:4]([NH:14][S:15]([C:18]2[CH:23]=[CH:22][C:21]([N+:24]([O-:26])=[O:25])=[CH:20][CH:19]=2)(=[O:17])=[O:16])=[CH:5][C:6]2[CH2:12][CH2:11][NH:10][CH2:9][CH2:8][C:7]=2[CH:13]=1.[CH3:27]CN(CC)CC.C=O.[BH-](OC(C)=O)(OC(C)=O)OC(C)=O.[Na+], predict the reaction product. The product is: [CH3:1][O:2][C:3]1[C:4]([NH:14][S:15]([C:18]2[CH:23]=[CH:22][C:21]([N+:24]([O-:26])=[O:25])=[CH:20][CH:19]=2)(=[O:17])=[O:16])=[CH:5][C:6]2[CH2:12][CH2:11][N:10]([CH3:27])[CH2:9][CH2:8][C:7]=2[CH:13]=1. (9) Given the reactants [CH2:1]([CH:5]([C:9](=O)[CH3:10])[C:6](=O)[CH3:7])[CH2:2][CH2:3][CH3:4].[NH2:12][NH2:13], predict the reaction product. The product is: [CH2:1]([C:5]1[C:9]([CH3:10])=[N:12][NH:13][C:6]=1[CH3:7])[CH2:2][CH2:3][CH3:4].